Dataset: Catalyst prediction with 721,799 reactions and 888 catalyst types from USPTO. Task: Predict which catalyst facilitates the given reaction. (1) Reactant: [CH3:1][O:2][C:3]1[CH:42]=[CH:41][C:6]([CH2:7][N:8]([CH2:32][C:33]2[CH:38]=[CH:37][C:36]([O:39][CH3:40])=[CH:35][CH:34]=2)[C:9]([C:11]2[CH:16]=[C:15]([N:17]3[CH2:21][CH:20]([C:22]4[CH:27]=[CH:26][C:25]([O:28][CH3:29])=[C:24]([OH:30])[CH:23]=4)[CH2:19][C:18]3=[O:31])[CH:14]=[CH:13][N:12]=2)=[O:10])=[CH:5][CH:4]=1.[CH3:43][C:44]1[CH:49]=[CH:48][CH:47]=[C:46]([CH3:50])[C:45]=1B(O)O.N1C=CC=CC=1. Product: [CH3:1][O:2][C:3]1[CH:4]=[CH:5][C:6]([CH2:7][N:8]([CH2:32][C:33]2[CH:34]=[CH:35][C:36]([O:39][CH3:40])=[CH:37][CH:38]=2)[C:9]([C:11]2[CH:16]=[C:15]([N:17]3[CH2:21][CH:20]([C:22]4[CH:27]=[CH:26][C:25]([O:28][CH3:29])=[C:24]([O:30][C:45]5[C:46]([CH3:50])=[CH:47][CH:48]=[CH:49][C:44]=5[CH3:43])[CH:23]=4)[CH2:19][C:18]3=[O:31])[CH:14]=[CH:13][N:12]=2)=[O:10])=[CH:41][CH:42]=1. The catalyst class is: 749. (2) Reactant: [F:1][C@H:2]1[CH2:6][NH2+:5][C@@H:4]2[C@@H:7]([OH:10])[CH2:8][O:9][C@H:3]12.[Cl-].[CH3:12][CH:13]([CH3:41])[CH2:14][C@H:15]([NH:19][C@H:20]([C:25]1[CH:30]=[CH:29][C:28]([C:31]2[CH:36]=[CH:35][C:34]([S:37]([CH3:40])(=[O:39])=[O:38])=[CH:33][CH:32]=2)=[CH:27][CH:26]=1)[C:21]([F:24])([F:23])[F:22])[C:16](O)=[O:17].C1(N=C=NC2CCCCC2)CCCCC1.C(N(C(C)C)CC)(C)C. Product: [F:1][C@H:2]1[CH2:6][N:5]([C:16](=[O:17])[C@@H:15]([NH:19][C@H:20]([C:25]2[CH:30]=[CH:29][C:28]([C:31]3[CH:36]=[CH:35][C:34]([S:37]([CH3:40])(=[O:39])=[O:38])=[CH:33][CH:32]=3)=[CH:27][CH:26]=2)[C:21]([F:24])([F:22])[F:23])[CH2:14][CH:13]([CH3:41])[CH3:12])[C@@H:4]2[C@@H:7]([OH:10])[CH2:8][O:9][C@H:3]12. The catalyst class is: 2. (3) Reactant: [Cl:1][C:2]1[C:6]([Cl:7])=[C:5]([C:8]([C:10]2[CH:14]=[CH:13][S:12][CH:11]=2)=O)[S:4][N:3]=1.Cl.[NH2:16][OH:17]. Product: [Cl:1][C:2]1[C:6]([Cl:7])=[C:5]([C:8]([C:10]2[CH:14]=[CH:13][S:12][CH:11]=2)=[N:16][OH:17])[S:4][N:3]=1. The catalyst class is: 17.